Dataset: Peptide-MHC class II binding affinity with 134,281 pairs from IEDB. Task: Regression. Given a peptide amino acid sequence and an MHC pseudo amino acid sequence, predict their binding affinity value. This is MHC class II binding data. (1) The peptide sequence is LETIRITPDNFSQII. The MHC is DRB1_0101 with pseudo-sequence DRB1_0101. The binding affinity (normalized) is 0.460. (2) The peptide sequence is QAAVVRFQEAANKQK. The MHC is HLA-DPA10103-DPB10301 with pseudo-sequence HLA-DPA10103-DPB10301. The binding affinity (normalized) is 0.593. (3) The peptide sequence is SIVACAKFTCAKSMS. The MHC is DRB3_0202 with pseudo-sequence DRB3_0202. The binding affinity (normalized) is 0. (4) The peptide sequence is NGSMRVFVDVIRALD. The MHC is HLA-DPA10201-DPB11401 with pseudo-sequence HLA-DPA10201-DPB11401. The binding affinity (normalized) is 0.341. (5) The peptide sequence is SAVIGTLAAAMFGAV. The MHC is HLA-DPA10103-DPB10401 with pseudo-sequence HLA-DPA10103-DPB10401. The binding affinity (normalized) is 0.850.